This data is from NCI-60 drug combinations with 297,098 pairs across 59 cell lines. The task is: Regression. Given two drug SMILES strings and cell line genomic features, predict the synergy score measuring deviation from expected non-interaction effect. (1) Drug 1: CC1=C(C(=CC=C1)Cl)NC(=O)C2=CN=C(S2)NC3=CC(=NC(=N3)C)N4CCN(CC4)CCO. Drug 2: CN(C(=O)NC(C=O)C(C(C(CO)O)O)O)N=O. Cell line: PC-3. Synergy scores: CSS=15.1, Synergy_ZIP=4.14, Synergy_Bliss=15.2, Synergy_Loewe=8.60, Synergy_HSA=9.68. (2) Drug 1: CNC(=O)C1=NC=CC(=C1)OC2=CC=C(C=C2)NC(=O)NC3=CC(=C(C=C3)Cl)C(F)(F)F. Drug 2: C(CCl)NC(=O)N(CCCl)N=O. Cell line: CCRF-CEM. Synergy scores: CSS=-2.01, Synergy_ZIP=2.99, Synergy_Bliss=3.08, Synergy_Loewe=-2.27, Synergy_HSA=-1.67. (3) Drug 1: CC1=C(C=C(C=C1)NC2=NC=CC(=N2)N(C)C3=CC4=NN(C(=C4C=C3)C)C)S(=O)(=O)N.Cl. Drug 2: C(CC(=O)O)C(=O)CN.Cl. Cell line: SR. Synergy scores: CSS=5.18, Synergy_ZIP=-3.62, Synergy_Bliss=-5.30, Synergy_Loewe=-3.62, Synergy_HSA=-3.57.